Dataset: Forward reaction prediction with 1.9M reactions from USPTO patents (1976-2016). Task: Predict the product of the given reaction. (1) Given the reactants [F:1][C:2]1[CH:7]=[CH:6][C:5]([OH:8])=[CH:4][C:3]=1[N+:9]([O-:11])=[O:10].C(=O)([O-])[O-].[K+].[K+].Cl[CH2:19][C:20]1[S:21][C:22]2[CH:28]=[CH:27][CH:26]=[CH:25][C:23]=2[N:24]=1, predict the reaction product. The product is: [F:1][C:2]1[CH:7]=[CH:6][C:5]([O:8][CH2:19][C:20]2[S:21][C:22]3[CH:28]=[CH:27][CH:26]=[CH:25][C:23]=3[N:24]=2)=[CH:4][C:3]=1[N+:9]([O-:11])=[O:10]. (2) Given the reactants [CH:1]([Si:4]([CH:13]([CH3:15])[CH3:14])([CH:10]([CH3:12])[CH3:11])[C:5]1[O:6][CH:7]=[CH:8][N:9]=1)([CH3:3])[CH3:2].C([Li])CCC.[BH:21]([OH:23])[OH:22].O[C:25]([CH3:31])([C:27](O)([CH3:29])[CH3:28])[CH3:26], predict the reaction product. The product is: [CH3:26][C:25]1([CH3:31])[C:27]([CH3:29])([CH3:28])[O:23][B:21]([C:7]2[O:6][C:5]([Si:4]([CH:1]([CH3:3])[CH3:2])([CH:10]([CH3:12])[CH3:11])[CH:13]([CH3:15])[CH3:14])=[N:9][CH:8]=2)[O:22]1.